Dataset: Reaction yield outcomes from USPTO patents with 853,638 reactions. Task: Predict the reaction yield, written as a fraction of the theoretical maximum amount of product (1.0 means a 100% yield; for example, 0.34 means a 34% yield). (1) The reactants are [NH:1]1[C:9]2[C:4](=[CH:5][CH:6]=[CH:7][CH:8]=2)[C:3](/[CH:10]=[CH:11]/[C:12]2[CH:23]=[CH:22][C:15]([O:16][CH2:17][C:18]([O:20]C)=[O:19])=[C:14]([O:24][CH3:25])[C:13]=2[N+:26]([O-:28])=[O:27])=[N:2]1.[OH-].[Na+].Cl. The catalyst is CO. The product is [NH:1]1[C:9]2[C:4](=[CH:5][CH:6]=[CH:7][CH:8]=2)[C:3](/[CH:10]=[CH:11]/[C:12]2[CH:23]=[CH:22][C:15]([O:16][CH2:17][C:18]([OH:20])=[O:19])=[C:14]([O:24][CH3:25])[C:13]=2[N+:26]([O-:28])=[O:27])=[N:2]1. The yield is 1.00. (2) The reactants are C([Li])CCC.C(NC(C)C)(C)C.[Cl:13][C:14]1[CH:19]=[CH:18][CH:17]=[C:16]([F:20])[C:15]=1[CH:21]([F:23])[CH3:22].C(O[B:28]1[O:32][C:31]([CH3:34])([CH3:33])[C:30]([CH3:36])([CH3:35])[O:29]1)(C)C. The catalyst is O1CCCC1.C1COCC1.C1COCC1.Cl. The product is [Cl:13][C:14]1[CH:19]=[CH:18][C:17]([B:28]2[O:32][C:31]([CH3:34])([CH3:33])[C:30]([CH3:36])([CH3:35])[O:29]2)=[C:16]([F:20])[C:15]=1[CH:21]([F:23])[CH3:22]. The yield is 0.940. (3) The product is [CH2:1]([NH:8][C:9]([N:11]1[CH:16]2[C@H:17]([CH3:41])[N:18]([CH2:30][C:31]3[CH:32]=[CH:33][CH:34]=[C:35]4[C:40]=3[N:39]=[CH:38][CH:37]=[CH:36]4)[C:19](=[O:29])[C@H:20]([CH2:21][C:22]3[CH:23]=[CH:24][C:25]([O:28][C:52]([NH:51][CH:54]([CH:62]([CH3:64])[CH3:63])[C:55]([O:57][C:58]([CH3:60])([CH3:59])[CH3:61])=[O:56])=[O:53])=[CH:26][CH:27]=3)[N:15]2[C:14](=[O:42])[CH2:13][N:12]1[CH3:43])=[O:10])[C:2]1[CH:3]=[CH:4][CH:5]=[CH:6][CH:7]=1. The catalyst is C(Cl)Cl. The reactants are [CH2:1]([NH:8][C:9]([N:11]1[CH:16]2[C@H:17]([CH3:41])[N:18]([CH2:30][C:31]3[CH:32]=[CH:33][CH:34]=[C:35]4[C:40]=3[N:39]=[CH:38][CH:37]=[CH:36]4)[C:19](=[O:29])[C@H:20]([CH2:21][C:22]3[CH:27]=[CH:26][C:25]([OH:28])=[CH:24][CH:23]=3)[N:15]2[C:14](=[O:42])[CH2:13][N:12]1[CH3:43])=[O:10])[C:2]1[CH:7]=[CH:6][CH:5]=[CH:4][CH:3]=1.C(N(CC)CC)C.[N:51]([CH:54]([CH:62]([CH3:64])[CH3:63])[C:55]([O:57][C:58]([CH3:61])([CH3:60])[CH3:59])=[O:56])=[C:52]=[O:53]. The yield is 0.610. (4) The reactants are [F:1][C:2]1[CH:9]=[CH:8][C:5]([C:6]#[N:7])=[CH:4][CH:3]=1.[NH2:10][OH:11].Cl.[OH-].[Na+].CCOC(C)=O.CCCCCC. The catalyst is CCO. The product is [F:1][C:2]1[CH:9]=[CH:8][C:5]([C:6](=[N:10][OH:11])[NH2:7])=[CH:4][CH:3]=1. The yield is 0.630. (5) The reactants are Br[C:2]1[CH:3]=[CH:4][CH:5]=[C:6]2[C:10]=1[NH:9][CH:8]=[CH:7]2.[Li]C(C)(C)C.[CH3:16][S:17]SC. The catalyst is C1COCC1. The product is [CH3:16][S:17][C:2]1[CH:3]=[CH:4][CH:5]=[C:6]2[C:10]=1[NH:9][CH:8]=[CH:7]2. The yield is 0.550.